Dataset: Tyrosyl-DNA phosphodiesterase HTS with 341,365 compounds. Task: Binary Classification. Given a drug SMILES string, predict its activity (active/inactive) in a high-throughput screening assay against a specified biological target. (1) The compound is Clc1c(CC(=O)Nc2nocc2)c(F)ccc1. The result is 0 (inactive). (2) The molecule is S1(=O)(=O)CC(N(C)C(SCCCC)=S)CC1. The result is 0 (inactive). (3) The drug is Clc1c(cc(OCc2onc(n2)c2ccc(NC(=O)c3cccnc3)cc2)cc1)C. The result is 0 (inactive). (4) The drug is Fc1ccc(n2c3ncnc(N(C4CCCCC4)C)c3c(c2)c2ccccc2)cc1. The result is 0 (inactive). (5) The molecule is O(C(=O)c1c(Nc2c(N)cccc2)cc(nc1C)C)CC. The result is 0 (inactive). (6) The drug is S(CC(=O)Nc1cc2nc(oc2cc1)c1cc(ccc1)C)c1ccc(cc1)C. The result is 0 (inactive). (7) The result is 0 (inactive). The compound is S(=O)(=O)(N1CCN(C(=O)C2CCN(CC2)C(=O)c2ccc(F)cc2)CC1)c1cc([N+]([O-])=O)ccc1. (8) The molecule is Clc1c(cc(c2oc(/C=C(\c3[nH]c4c(n3)cccc4)C#N)cc2)cc1)C(O)=O. The result is 1 (active). (9) The molecule is O=C(NC(CC)C)C1CCCN(C1)c1nc(cc(OC)n1)C. The result is 0 (inactive). (10) The molecule is S(c1ccc(CN2CCN(CC2)Cc2ccc([N+]([O-])=O)cc2)cc1)C. The result is 0 (inactive).